This data is from Forward reaction prediction with 1.9M reactions from USPTO patents (1976-2016). The task is: Predict the product of the given reaction. (1) Given the reactants [CH3:1][O:2][C:3]1[CH:40]=[CH:39][C:6]([CH2:7][N:8]([CH2:30][C:31]2[CH:36]=[CH:35][C:34]([O:37][CH3:38])=[CH:33][CH:32]=2)[C:9]2[N:14]=[CH:13][C:12]([C:15]3[C:16]4[CH2:29][CH2:28][NH:27][C:17]=4[N:18]=[C:19]([N:21]4[CH2:26][CH2:25][O:24][CH2:23][CH2:22]4)[N:20]=3)=[CH:11][N:10]=2)=[CH:5][CH:4]=1.Br[C:42]1[CH:43]=[CH:44][C:45]([C:48]([N:50]2[CH2:55][CH2:54][N:53]([CH2:56][CH2:57][OH:58])[CH2:52][CH2:51]2)=[O:49])=[N:46][CH:47]=1.COC(=O)C1C=CC(Br)=CC=1, predict the reaction product. The product is: [CH3:38][O:37][C:34]1[CH:33]=[CH:32][C:31]([CH2:30][N:8]([CH2:7][C:6]2[CH:5]=[CH:4][C:3]([O:2][CH3:1])=[CH:40][CH:39]=2)[C:9]2[N:10]=[CH:11][C:12]([C:15]3[C:16]4[CH2:29][CH2:28][N:27]([C:42]5[CH:43]=[CH:44][C:45]([C:48]([N:50]6[CH2:51][CH2:52][N:53]([CH2:56][CH2:57][OH:58])[CH2:54][CH2:55]6)=[O:49])=[N:46][CH:47]=5)[C:17]=4[N:18]=[C:19]([N:21]4[CH2:26][CH2:25][O:24][CH2:23][CH2:22]4)[N:20]=3)=[CH:13][N:14]=2)=[CH:36][CH:35]=1. (2) Given the reactants C(OC(=O)[NH:7][C@H:8]([CH2:27][C:28]1[CH:33]=[CH:32][C:31]([O:34][CH3:35])=[CH:30][CH:29]=1)[C:9]([N:11]1[CH2:14][C:13]([O:22][CH2:23][C:24]#[C:25][CH3:26])([C:15]2[CH:20]=[CH:19][CH:18]=[CH:17][C:16]=2[CH3:21])[CH2:12]1)=[O:10])(C)(C)C.Cl, predict the reaction product. The product is: [NH2:7][C@H:8]([CH2:27][C:28]1[CH:29]=[CH:30][C:31]([O:34][CH3:35])=[CH:32][CH:33]=1)[C:9]([N:11]1[CH2:12][C:13]([O:22][CH2:23][C:24]#[C:25][CH3:26])([C:15]2[CH:20]=[CH:19][CH:18]=[CH:17][C:16]=2[CH3:21])[CH2:14]1)=[O:10]. (3) Given the reactants [Br:1][C:2]1[CH:3]=[N:4][C:5]2[CH2:6][CH2:7][NH:8][CH2:9][C:10]=2[CH:11]=1.C1COCC1.[C:17]([O:21][C:22](O[C:22]([O:21][C:17]([CH3:20])([CH3:19])[CH3:18])=[O:23])=[O:23])([CH3:20])([CH3:19])[CH3:18], predict the reaction product. The product is: [Br:1][C:2]1[CH:3]=[N:4][C:5]2[CH2:6][CH2:7][N:8]([C:22]([O:21][C:17]([CH3:20])([CH3:19])[CH3:18])=[O:23])[CH2:9][C:10]=2[CH:11]=1. (4) Given the reactants [NH2:1][N:2]1[N:11]=[C:10]([CH:12]([CH3:14])[CH3:13])[C:9]2[C:4](=[CH:5][CH:6]=[CH:7][CH:8]=2)[C:3]1=[O:15].[CH3:16][C:17]12[CH2:27][CH:21]3[CH2:22][C:23]([CH3:26])([CH2:25][C:19]([CH2:28][C:29](O)=[O:30])([CH2:20]3)[CH2:18]1)[CH2:24]2, predict the reaction product. The product is: [CH3:26][C:23]12[CH2:22][CH:21]3[CH2:27][C:17]([CH3:16])([CH2:18][C:19]([CH2:28][C:29]([NH:1][N:2]4[N:11]=[C:10]([CH:12]([CH3:13])[CH3:14])[C:9]5[C:4](=[CH:5][CH:6]=[CH:7][CH:8]=5)[C:3]4=[O:15])=[O:30])([CH2:20]3)[CH2:25]1)[CH2:24]2. (5) Given the reactants [Cl:1][C:2]1[CH:3]=[C:4]([C:33]2[CH:38]=[CH:37][C:36]([C:39]([F:42])([F:41])[F:40])=[CH:35][CH:34]=2)[CH:5]=[C:6]([Cl:32])[C:7]=1[CH2:8][C@@H:9]1[CH2:13][CH2:12][N:11]([N:14]2[CH2:19][CH2:18][CH:17]([O:20][Si](C(C)C)(C(C)C)C(C)C)[CH2:16][CH2:15]2)[C:10]1=[O:31].O.C(O)(C(F)(F)F)=O, predict the reaction product. The product is: [Cl:1][C:2]1[CH:3]=[C:4]([C:33]2[CH:34]=[CH:35][C:36]([C:39]([F:41])([F:40])[F:42])=[CH:37][CH:38]=2)[CH:5]=[C:6]([Cl:32])[C:7]=1[CH2:8][C@@H:9]1[CH2:13][CH2:12][N:11]([N:14]2[CH2:19][CH2:18][CH:17]([OH:20])[CH2:16][CH2:15]2)[C:10]1=[O:31].